This data is from Reaction yield outcomes from USPTO patents with 853,638 reactions. The task is: Predict the reaction yield, written as a fraction of the theoretical maximum amount of product (1.0 means a 100% yield; for example, 0.34 means a 34% yield). (1) The product is [CH2:12]([N:9]1[CH2:10][CH2:11][C:6]([CH2:19][C:20]2[CH:25]=[CH:24][CH:23]=[CH:22][CH:21]=2)([CH2:4][OH:3])[CH2:7][CH2:8]1)[C:13]1[CH:14]=[CH:15][CH:16]=[CH:17][CH:18]=1. The yield is 0.810. The catalyst is O1CCCC1. The reactants are C([O:3][C:4]([C:6]1([CH2:19][C:20]2[CH:25]=[CH:24][CH:23]=[CH:22][CH:21]=2)[CH2:11][CH2:10][N:9]([CH2:12][C:13]2[CH:18]=[CH:17][CH:16]=[CH:15][CH:14]=2)[CH2:8][CH2:7]1)=O)C.[H-].[Al+3].[Li+].[H-].[H-].[H-]. (2) The reactants are [BH4-].[Na+].Cl.[I:4][C:5]1[CH:10]=[CH:9][C:8]([C:11]2[C:20]3[C:15](=[CH:16][C:17]([O:21][CH3:22])=[CH:18][CH:19]=3)[CH2:14][CH2:13][N:12]=2)=[CH:7][CH:6]=1. The catalyst is CO. The product is [I:4][C:5]1[CH:6]=[CH:7][C:8]([CH:11]2[C:20]3[C:15](=[CH:16][C:17]([O:21][CH3:22])=[CH:18][CH:19]=3)[CH2:14][CH2:13][NH:12]2)=[CH:9][CH:10]=1. The yield is 0.650. (3) The catalyst is CN(C=O)C. The product is [CH2:41]([O:33][C:12]1[C:11](=[O:34])[C:10]2[C:15](=[CH:16][CH:17]=[CH:18][C:9]=2[O:8][CH2:1][C:2]2[CH:7]=[CH:6][CH:5]=[CH:4][CH:3]=2)[O:14][C:13]=1[C:19]1[CH:24]=[CH:23][C:22]([O:25][CH2:26][C:27]2[CH:32]=[CH:31][CH:30]=[CH:29][CH:28]=2)=[CH:21][CH:20]=1)[C:42]1[CH:47]=[CH:46][CH:45]=[CH:44][CH:43]=1. The reactants are [CH2:1]([O:8][C:9]1[CH:18]=[CH:17][CH:16]=[C:15]2[C:10]=1[C:11](=[O:34])[C:12]([OH:33])=[C:13]([C:19]1[CH:24]=[CH:23][C:22]([O:25][CH2:26][C:27]3[CH:32]=[CH:31][CH:30]=[CH:29][CH:28]=3)=[CH:21][CH:20]=1)[O:14]2)[C:2]1[CH:7]=[CH:6][CH:5]=[CH:4][CH:3]=1.C([O-])([O-])=O.[K+].[K+].[CH2:41](Br)[C:42]1[CH:47]=[CH:46][CH:45]=[CH:44][CH:43]=1. The yield is 0.520.